From a dataset of Full USPTO retrosynthesis dataset with 1.9M reactions from patents (1976-2016). Predict the reactants needed to synthesize the given product. (1) Given the product [OH:39][C@H:12]([C:10]1[CH:9]=[CH:8][C:6]([OH:7])=[C:5]([CH2:4][OH:3])[CH:11]=1)[CH2:13][NH:14][CH2:15][CH2:16][CH2:17][CH2:18][CH2:19][CH2:20][O:21][CH2:22][CH2:23][CH2:24][CH2:25][C:26]1[CH:27]=[C:28](/[CH:32]=[CH:33]/[S:34]([NH:37][CH3:38])(=[O:35])=[O:36])[CH:29]=[CH:30][CH:31]=1, predict the reactants needed to synthesize it. The reactants are: CC1(C)[O:7][C:6]2[CH:8]=[CH:9][C:10]([C@@H:12]([OH:39])[CH2:13][NH:14][CH2:15][CH2:16][CH2:17][CH2:18][CH2:19][CH2:20][O:21][CH2:22][CH2:23][CH2:24][CH2:25][C:26]3[CH:27]=[C:28](/[CH:32]=[CH:33]/[S:34]([NH:37][CH3:38])(=[O:36])=[O:35])[CH:29]=[CH:30][CH:31]=3)=[CH:11][C:5]=2[CH2:4][O:3]1. (2) Given the product [C:1]([C:5]1[CH:9]=[C:8]([C:10]([OH:12])=[O:11])[N:7]([C:15]2[CH:20]=[CH:19][CH:18]=[C:17]([CH2:21][P:22]3(=[O:27])[CH2:26][CH2:25][CH2:24][CH2:23]3)[CH:16]=2)[N:6]=1)([CH3:4])([CH3:2])[CH3:3], predict the reactants needed to synthesize it. The reactants are: [C:1]([C:5]1[CH:9]=[C:8]([C:10]([O:12]CC)=[O:11])[N:7]([C:15]2[CH:20]=[CH:19][CH:18]=[C:17]([CH2:21][P:22]3(=[O:27])[CH2:26][CH2:25][CH2:24][CH2:23]3)[CH:16]=2)[N:6]=1)([CH3:4])([CH3:3])[CH3:2].[OH-].[Na+]. (3) Given the product [OH:12][C:13]1[CH:14]=[C:15]([CH:28]=[C:29]([NH2:31])[CH:30]=1)[C:16]([NH:18][NH:19][C:20](=[O:27])[C:21]1[CH:26]=[CH:25][CH:24]=[CH:23][CH:22]=1)=[O:17], predict the reactants needed to synthesize it. The reactants are: C1C2C(=CC=CC=2)C=CC=1C[O:12][C:13]1[CH:14]=[C:15]([CH:28]=[C:29]([N+:31]([O-])=O)[CH:30]=1)[C:16]([NH:18][NH:19][C:20](=[O:27])[C:21]1[CH:26]=[CH:25][CH:24]=[CH:23][CH:22]=1)=[O:17].CCO. (4) Given the product [CH2:6]([O:13][C:14]1[CH:15]=[C:16]([CH:17]([OH:18])[C:1]#[C:2][CH3:3])[CH:19]=[CH:20][CH:21]=1)[C:7]1[CH:8]=[CH:9][CH:10]=[CH:11][CH:12]=1, predict the reactants needed to synthesize it. The reactants are: [C:1]([Mg]Br)#[C:2][CH3:3].[CH2:6]([O:13][C:14]1[CH:15]=[C:16]([CH:19]=[CH:20][CH:21]=1)[CH:17]=[O:18])[C:7]1[CH:12]=[CH:11][CH:10]=[CH:9][CH:8]=1. (5) Given the product [CH3:13][O:14][N:15]=[C:1]([C:4]1[CH:9]=[C:8]([OH:10])[C:7]([CH3:11])=[CH:6][CH:5]=1)[CH3:2], predict the reactants needed to synthesize it. The reactants are: [C:1]([C:4]1[CH:5]=[CH:6][C:7]([CH3:11])=[C:8]([OH:10])[CH:9]=1)(=O)[CH3:2].Cl.[CH3:13][O:14][NH2:15].Cl.C(=O)([O-])O.[Na+]. (6) Given the product [S:9]1[CH:10]=[CH:11][C:7]([C:4]2[N:3]=[C:2]([N:15]3[CH2:14][CH2:13][N:12]([C:18]([O:20][C:21]([CH3:24])([CH3:23])[CH3:22])=[O:19])[CH2:17][CH2:16]3)[S:6][N:5]=2)=[CH:8]1, predict the reactants needed to synthesize it. The reactants are: Cl[C:2]1[S:6][N:5]=[C:4]([C:7]2[CH:11]=[CH:10][S:9][CH:8]=2)[N:3]=1.[N:12]1([C:18]([O:20][C:21]([CH3:24])([CH3:23])[CH3:22])=[O:19])[CH2:17][CH2:16][NH:15][CH2:14][CH2:13]1.C(N(CC)CC)C.O.